Dataset: Full USPTO retrosynthesis dataset with 1.9M reactions from patents (1976-2016). Task: Predict the reactants needed to synthesize the given product. (1) Given the product [C:1]([O:5][C:6](=[O:38])[NH:7][C@@H:8]([CH2:28][C:29]1[C:37]2[C:32](=[CH:33][CH:34]=[CH:35][CH:36]=2)[NH:31][CH:30]=1)[CH2:9][O:10][C:11]1[CH:12]=[N:13][CH:14]=[C:15]([C:17]2[CH:18]=[C:19]3[C:24](=[CH:25][CH:26]=2)[CH:23]=[N:22][C:21]([C:39]2[CH:44]=[CH:43][CH:42]=[CH:41][CH:40]=2)=[CH:20]3)[CH:16]=1)([CH3:4])([CH3:3])[CH3:2], predict the reactants needed to synthesize it. The reactants are: [C:1]([O:5][C:6](=[O:38])[NH:7][C@@H:8]([CH2:28][C:29]1[C:37]2[C:32](=[CH:33][CH:34]=[CH:35][CH:36]=2)[NH:31][CH:30]=1)[CH2:9][O:10][C:11]1[CH:12]=[N:13][CH:14]=[C:15]([C:17]2[CH:18]=[C:19]3[C:24](=[CH:25][CH:26]=2)[CH:23]=[N:22][C:21](Cl)=[CH:20]3)[CH:16]=1)([CH3:4])([CH3:3])[CH3:2].[CH:39]1(P([CH:39]2[CH2:44][CH2:43][CH2:42][CH2:41][CH2:40]2)C2C=CC=CC=2C2C=CC=CC=2N(C)C)[CH2:44][CH2:43][CH2:42][CH2:41][CH2:40]1. (2) The reactants are: [C:1]([O:5][C:6]([NH:8][C@H:9]([C:13]([OH:15])=O)[C@@H:10]([CH3:12])[OH:11])=[O:7])([CH3:4])([CH3:3])[CH3:2].CCN(C(C)C)C(C)C.[NH:25]1[CH2:30][CH2:29][O:28][CH2:27][CH2:26]1.CN(C(ON1N=NC2C=CC=CC1=2)=[N+](C)C)C.[B-](F)(F)(F)F.C(=O)(O)[O-].[Na+]. Given the product [OH:11][C@H:10]([CH3:12])[C@H:9]([NH:8][C:6](=[O:7])[O:5][C:1]([CH3:2])([CH3:3])[CH3:4])[C:13]([N:25]1[CH2:30][CH2:29][O:28][CH2:27][CH2:26]1)=[O:15], predict the reactants needed to synthesize it. (3) Given the product [F:8][C:6]1[CH:5]=[C:4]([CH2:9][C:10]([NH:12][C@H:13]([C:15]([NH:18][CH:19]([C:24]2[CH:29]=[CH:28][CH:27]=[C:26]([C:30]([F:31])([F:32])[F:33])[CH:25]=2)[C:20]([O:22][CH3:23])=[O:21])=[O:17])[CH3:14])=[O:11])[CH:3]=[C:2]([F:1])[CH:7]=1, predict the reactants needed to synthesize it. The reactants are: [F:1][C:2]1[CH:3]=[C:4]([CH2:9][C:10]([NH:12][C@H:13]([C:15]([OH:17])=O)[CH3:14])=[O:11])[CH:5]=[C:6]([F:8])[CH:7]=1.[NH2:18][CH:19]([C:24]1[CH:29]=[CH:28][CH:27]=[C:26]([C:30]([F:33])([F:32])[F:31])[CH:25]=1)[C:20]([O:22][CH3:23])=[O:21]. (4) Given the product [C:1]([O:9][CH2:10][C@@H:11]1[C@@H:15]([F:16])[C:14](=[O:17])[C@H:13]([O:18][CH3:19])[O:12]1)(=[O:8])[C:2]1[CH:3]=[CH:4][CH:5]=[CH:6][CH:7]=1, predict the reactants needed to synthesize it. The reactants are: [C:1]([O:9][CH2:10][C@@H:11]1[C@@H:15]([F:16])[C@@H:14]([OH:17])[C@H:13]([O:18][CH3:19])[O:12]1)(=[O:8])[C:2]1[CH:7]=[CH:6][CH:5]=[CH:4][CH:3]=1.CC(OI1(OC(C)=O)(OC(C)=O)OC(=O)C2C=CC=CC1=2)=O. (5) Given the product [CH2:1]([O:8][C:9]1[CH:17]=[CH:16][C:12]([C:13]([Cl:21])=[O:14])=[CH:11][CH:10]=1)[C:2]1[CH:7]=[CH:6][CH:5]=[CH:4][CH:3]=1, predict the reactants needed to synthesize it. The reactants are: [CH2:1]([O:8][C:9]1[CH:17]=[CH:16][C:12]([C:13](O)=[O:14])=[CH:11][CH:10]=1)[C:2]1[CH:7]=[CH:6][CH:5]=[CH:4][CH:3]=1.C(Cl)(=O)C([Cl:21])=O.CN(C)C=O. (6) Given the product [Cl:1][C:2]1[CH:3]=[N:4][C:5]2[N:6]([N:8]=[C:9]([C:11]([N:16]3[CH2:17][CH:18]=[C:19]([C:21]4[CH:26]=[CH:25][N:24]=[CH:23][N:22]=4)[CH2:20][CH:15]3[CH3:14])=[O:13])[CH:10]=2)[CH:7]=1, predict the reactants needed to synthesize it. The reactants are: [Cl:1][C:2]1[CH:3]=[N:4][C:5]2[N:6]([N:8]=[C:9]([C:11]([OH:13])=O)[CH:10]=2)[CH:7]=1.[CH3:14][CH:15]1[CH2:20][C:19]([C:21]2[CH:26]=[CH:25][N:24]=[CH:23][N:22]=2)=[CH:18][CH2:17][NH:16]1. (7) Given the product [CH:1]1([CH2:4][O:5][C:6]2[C:11]([O:12][CH3:13])=[CH:10][CH:9]=[CH:8][C:7]=2/[CH:14]=[CH:15]/[C:16]2[O:17][C:18]3[C:23]([C:24](=[O:27])[C:25]=2[I:26])=[CH:22][C:21]([F:28])=[CH:20][CH:19]=3)[CH2:3][CH2:2]1, predict the reactants needed to synthesize it. The reactants are: [CH:1]1([CH2:4][O:5][C:6]2[C:11]([O:12][CH3:13])=[CH:10][CH:9]=[CH:8][C:7]=2/[CH:14]=[CH:15]/[C:16]2[O:17][C:18]3[C:23]([C:24](=[O:27])[C:25]=2[I:26])=[CH:22][CH:21]=[CH:20][CH:19]=3)[CH2:3][CH2:2]1.[F:28]C1C=CC(O)=C(C(=O)C)C=1.C1(OC2C(OC)=CC=CC=2C=O)CCCC1. (8) Given the product [N+:4]([C:7]1[CH:8]=[CH:9][C:10]2[O:15][C@:14]([CH3:21])([CH:16]([O:19][CH3:20])[O:17][CH3:18])[C@H:13]3[O:1][C@H:12]3[C:11]=2[CH:22]=1)([O-:6])=[O:5], predict the reactants needed to synthesize it. The reactants are: [O-:1]Cl.[Na+].[N+:4]([C:7]1[CH:8]=[CH:9][C:10]2[O:15][C@:14]([CH3:21])([CH:16]([O:19][CH3:20])[O:17][CH3:18])[CH:13]=[CH:12][C:11]=2[CH:22]=1)([O-:6])=[O:5].